This data is from Forward reaction prediction with 1.9M reactions from USPTO patents (1976-2016). The task is: Predict the product of the given reaction. (1) Given the reactants [C:1]([N:4]([C:34]1[CH:39]=[CH:38][C:37]([Cl:40])=[CH:36][CH:35]=1)[C@H:5]1[C:14]2[C:9](=[CH:10][CH:11]=[CH:12][CH:13]=2)[N:8]([C:15]([C:17]2[CH:18]=[CH:19][C:20](=[O:32])[N:21]([CH2:23][CH2:24][C:25]([CH3:31])([CH3:30])[C:26]([O:28]C)=[O:27])[CH:22]=2)=[O:16])[C@@H:7]([CH3:33])[CH2:6]1)(=[O:3])[CH3:2].CO.[OH-].[Na+].Cl, predict the reaction product. The product is: [C:1]([N:4]([C:34]1[CH:39]=[CH:38][C:37]([Cl:40])=[CH:36][CH:35]=1)[C@H:5]1[C:14]2[C:9](=[CH:10][CH:11]=[CH:12][CH:13]=2)[N:8]([C:15]([C:17]2[CH:18]=[CH:19][C:20](=[O:32])[N:21]([CH2:23][CH2:24][C:25]([CH3:31])([CH3:30])[C:26]([OH:28])=[O:27])[CH:22]=2)=[O:16])[C@@H:7]([CH3:33])[CH2:6]1)(=[O:3])[CH3:2]. (2) Given the reactants [NH2:1][CH2:2][CH2:3][CH2:4][CH2:5][O:6][C:7]1[CH:12]=[CH:11][C:10]([CH:13]2[CH2:18][CH2:17][N:16]([C:19]([O:21][C:22]([CH3:25])([CH3:24])[CH3:23])=[O:20])[CH2:15][CH:14]2[O:26][CH2:27][C:28]2[CH:37]=[C:36]3[C:31]([CH2:32][CH2:33][C:34](=[O:43])[N:35]3[CH2:38][CH2:39][CH2:40][O:41][CH3:42])=[CH:30][CH:29]=2)=[CH:9][CH:8]=1.Br[C:45]1[C:50]([O:51][CH3:52])=[CH:49][CH:48]=[CH:47][N:46]=1, predict the reaction product. The product is: [CH3:42][O:41][CH2:40][CH2:39][CH2:38][N:35]1[C:36]2[C:31](=[CH:30][CH:29]=[C:28]([CH2:27][O:26][CH:14]3[CH:13]([C:10]4[CH:11]=[CH:12][C:7]([O:6][CH2:5][CH2:4][CH2:3][CH2:2][NH:1][C:45]5[C:50]([O:51][CH3:52])=[CH:49][CH:48]=[CH:47][N:46]=5)=[CH:8][CH:9]=4)[CH2:18][CH2:17][N:16]([C:19]([O:21][C:22]([CH3:23])([CH3:25])[CH3:24])=[O:20])[CH2:15]3)[CH:37]=2)[CH2:32][CH2:33][C:34]1=[O:43]. (3) Given the reactants Cl[C:2]1[C:11]([CH2:12]O)=[CH:10][C:9]2[C:4](=[C:5]([CH3:14])[CH:6]=[CH:7][CH:8]=2)[N:3]=1.[CH3:15][O:16][C:17]1[CH:22]=[CH:21][CH:20]=[CH:19][C:18]=1B(O)O.[O-]P([O-])([O-])=O.[K+].[K+].[K+].P(Br)(Br)Br.C([O-])([O-])=O.[K+].[K+].[SH:44][C:45]1[N:53]=[CH:52][N:51]=[C:50]2[C:46]=1[NH:47][CH:48]=[N:49]2, predict the reaction product. The product is: [CH3:15][O:16][C:17]1[CH:22]=[CH:21][CH:20]=[CH:19][C:18]=1[C:2]1[C:11]([CH2:12][S:44][C:45]2[N:53]=[CH:52][N:51]=[C:50]3[C:46]=2[NH:47][CH:48]=[N:49]3)=[CH:10][C:9]2[C:4](=[C:5]([CH3:14])[CH:6]=[CH:7][CH:8]=2)[N:3]=1.